This data is from Peptide-MHC class I binding affinity with 185,985 pairs from IEDB/IMGT. The task is: Regression. Given a peptide amino acid sequence and an MHC pseudo amino acid sequence, predict their binding affinity value. This is MHC class I binding data. (1) The peptide sequence is LTFIRSTMSL. The MHC is HLA-A68:02 with pseudo-sequence HLA-A68:02. The binding affinity (normalized) is 0.379. (2) The binding affinity (normalized) is 0.0641. The MHC is HLA-B53:01 with pseudo-sequence HLA-B53:01. The peptide sequence is SPLGERLEV. (3) The binding affinity (normalized) is 0.699. The peptide sequence is RLSVKTFVK. The MHC is HLA-A03:01 with pseudo-sequence HLA-A03:01. (4) The peptide sequence is VELQIGWTV. The MHC is HLA-B15:09 with pseudo-sequence HLA-B15:09. The binding affinity (normalized) is 0.0847. (5) The peptide sequence is LMIIPLINV. The MHC is HLA-A24:02 with pseudo-sequence HLA-A24:02. The binding affinity (normalized) is 0.